Dataset: Choline transporter screen with 302,306 compounds. Task: Binary Classification. Given a drug SMILES string, predict its activity (active/inactive) in a high-throughput screening assay against a specified biological target. The compound is S(=O)(=O)(Nc1ccc(F)cc1)c1ccc(NC(=O)c2ccc(CN3CCOCC3)cc2)cc1. The result is 0 (inactive).